Task: Predict the reaction yield, written as a fraction of the theoretical maximum amount of product (1.0 means a 100% yield; for example, 0.34 means a 34% yield).. Dataset: Reaction yield outcomes from USPTO patents with 853,638 reactions (1) The reactants are [NH2:1][C:2]1[CH:10]=[CH:9][C:8]([Br:11])=[CH:7][C:3]=1[C:4](O)=[O:5].[CH:12]([NH2:14])=O. The catalyst is O. The product is [Br:11][C:8]1[CH:7]=[C:3]2[C:2](=[CH:10][CH:9]=1)[N:1]=[CH:12][NH:14][C:4]2=[O:5]. The yield is 0.900. (2) The reactants are [C:1]([NH:4][NH:5][C:6](=O)[CH2:7][CH2:8][C@@:9]1([C:25]2[CH:30]=[CH:29][CH:28]=[CH:27][CH:26]=2)[O:14][C:13](=[O:15])[N:12]([C@H:16]([C:18]2[CH:23]=[CH:22][C:21]([Br:24])=[CH:20][CH:19]=2)[CH3:17])[CH2:11][CH2:10]1)(=[O:3])[CH3:2].CC[N+](S(N=C(OC)[O-])(=O)=O)(CC)CC. The catalyst is C1COCC1. The product is [Br:24][C:21]1[CH:20]=[CH:19][C:18]([C@@H:16]([N:12]2[CH2:11][CH2:10][C@:9]([CH2:8][CH2:7][C:6]3[O:3][C:1]([CH3:2])=[N:4][N:5]=3)([C:25]3[CH:30]=[CH:29][CH:28]=[CH:27][CH:26]=3)[O:14][C:13]2=[O:15])[CH3:17])=[CH:23][CH:22]=1. The yield is 0.590. (3) The reactants are C([Li])CCC.[CH2:6]([S:8]([O:11][CH2:12][CH3:13])(=[O:10])=[O:9])[CH3:7].P(Cl)(OCC)(OCC)=O.[Cl:23][C:24]1[CH:31]=[CH:30][C:27]([CH:28]=O)=[CH:26][CH:25]=1. The product is [Cl:23][C:24]1[CH:31]=[CH:30][C:27](/[CH:28]=[C:6](/[S:8]([O:11][CH2:12][CH3:13])(=[O:10])=[O:9])\[CH3:7])=[CH:26][CH:25]=1. The yield is 0.580. The catalyst is C1COCC1.O.